From a dataset of Peptide-MHC class I binding affinity with 185,985 pairs from IEDB/IMGT. Regression. Given a peptide amino acid sequence and an MHC pseudo amino acid sequence, predict their binding affinity value. This is MHC class I binding data. (1) The peptide sequence is MSTYGWNLV. The MHC is HLA-A68:02 with pseudo-sequence HLA-A68:02. The binding affinity (normalized) is 0.771. (2) The peptide sequence is RAFGRDWRY. The MHC is HLA-B46:01 with pseudo-sequence HLA-B46:01. The binding affinity (normalized) is 0.0847. (3) The peptide sequence is ATREAQKRA. The MHC is HLA-A30:01 with pseudo-sequence HLA-A30:01. The binding affinity (normalized) is 0.694. (4) The binding affinity (normalized) is 0.0352. The MHC is H-2-Kb with pseudo-sequence H-2-Kb. The peptide sequence is FMPQNGQFI. (5) The peptide sequence is FYNGSNWCL. The MHC is HLA-B15:01 with pseudo-sequence HLA-B15:01. The binding affinity (normalized) is 0.0847. (6) The peptide sequence is IIFESASK. The MHC is H-2-Kb with pseudo-sequence H-2-Kb. The binding affinity (normalized) is 0.226. (7) The peptide sequence is VSANVKGNW. The MHC is HLA-A02:12 with pseudo-sequence HLA-A02:12. The binding affinity (normalized) is 0.0847.